From a dataset of Full USPTO retrosynthesis dataset with 1.9M reactions from patents (1976-2016). Predict the reactants needed to synthesize the given product. Given the product [C:37]([O:36][C:32](=[O:35])[CH:33]=[CH:34][C:2]1[CH:7]=[CH:6][C:5]([NH:8][C:9]([C:11]2[N:12]([CH2:18][O:19][CH2:20][CH2:21][Si:22]([CH3:23])([CH3:25])[CH3:24])[CH:13]=[C:14]([C:16]#[N:17])[N:15]=2)=[O:10])=[C:4]([C:26]2[CH2:31][CH2:30][CH2:29][CH2:28][CH:27]=2)[CH:3]=1)([CH3:40])([CH3:39])[CH3:38], predict the reactants needed to synthesize it. The reactants are: Br[C:2]1[CH:7]=[CH:6][C:5]([NH:8][C:9]([C:11]2[N:12]([CH2:18][O:19][CH2:20][CH2:21][Si:22]([CH3:25])([CH3:24])[CH3:23])[CH:13]=[C:14]([C:16]#[N:17])[N:15]=2)=[O:10])=[C:4]([C:26]2[CH2:31][CH2:30][CH2:29][CH2:28][CH:27]=2)[CH:3]=1.[C:32]([O:36][C:37]([CH3:40])([CH3:39])[CH3:38])(=[O:35])[CH:33]=[CH2:34].C(=O)([O-])[O-].[Cs+].[Cs+].